Dataset: Forward reaction prediction with 1.9M reactions from USPTO patents (1976-2016). Task: Predict the product of the given reaction. (1) Given the reactants [CH3:1][N:2]([CH3:33])[C:3]1([C:27]2[CH:32]=[CH:31][CH:30]=[CH:29][CH:28]=2)[CH2:8][CH2:7][C:6](=[CH:9][C:10]([N:12]2[CH2:17][CH:16]=[C:15]([C:18]3[C:26]4[C:21](=[CH:22][CH:23]=[CH:24][CH:25]=4)[NH:20][CH:19]=3)[CH2:14][CH2:13]2)=[O:11])[CH2:5][CH2:4]1.[Cl:34][Si](C)(C)C, predict the reaction product. The product is: [ClH:34].[CH3:33][N:2]([CH3:1])[C:3]1([C:27]2[CH:28]=[CH:29][CH:30]=[CH:31][CH:32]=2)[CH2:8][CH2:7][C:6](=[CH:9][C:10]([N:12]2[CH2:13][CH:14]=[C:15]([C:18]3[C:26]4[C:21](=[CH:22][CH:23]=[CH:24][CH:25]=4)[NH:20][CH:19]=3)[CH2:16][CH2:17]2)=[O:11])[CH2:5][CH2:4]1. (2) Given the reactants [F:1][C:2]1[C:3]([O:28][CH2:29][C:30]2[CH:35]=[CH:34][C:33]([CH:36]3[CH2:41][CH2:40][NH:39][CH2:38][CH2:37]3)=[CH:32][CH:31]=2)=[C:4]([C:8]2[N:13]=[C:12]([N:14]3[C:18]([C:19]([F:22])([F:21])[F:20])=[C:17]([C:23]([O:25][CH2:26][CH3:27])=[O:24])[CH:16]=[N:15]3)[CH:11]=[CH:10][CH:9]=2)[CH:5]=[CH:6][CH:7]=1.C(N(C(C)C)CC)(C)C.Cl[C:52]([O:54][CH3:55])=[O:53], predict the reaction product. The product is: [CH2:26]([O:25][C:23]([C:17]1[CH:16]=[N:15][N:14]([C:12]2[N:13]=[C:8]([C:4]3[CH:5]=[CH:6][CH:7]=[C:2]([F:1])[C:3]=3[O:28][CH2:29][C:30]3[CH:31]=[CH:32][C:33]([CH:36]4[CH2:41][CH2:40][N:39]([C:52]([O:54][CH3:55])=[O:53])[CH2:38][CH2:37]4)=[CH:34][CH:35]=3)[CH:9]=[CH:10][CH:11]=2)[C:18]=1[C:19]([F:21])([F:22])[F:20])=[O:24])[CH3:27]. (3) Given the reactants ClC(OCC)=O.[OH:7][C:8]1[CH:13]=[C:12]([OH:14])[CH:11]=[CH:10][C:9]=1[C:15](=O)[CH:16]([CH3:18])[CH3:17].C(N(CC)CC)C.[BH4-].[Na+].[OH-].[Na+].Cl, predict the reaction product. The product is: [CH2:15]([C:9]1[CH:10]=[CH:11][C:12]([OH:14])=[CH:13][C:8]=1[OH:7])[CH:16]([CH3:18])[CH3:17]. (4) The product is: [CH:19]1([CH3:20])[CH2:18][CH2:17][CH:16]([C:14]([OH:24])([CH3:15])[CH3:13])[CH:22]([OH:23])[CH2:21]1. Given the reactants S(=O)(=O)(O)O.C1(C)C=CC=CC=1.[CH3:13][C:14](=[CH:16][CH2:17][CH2:18][CH:19]([CH2:21][CH:22]=[O:23])[CH3:20])[CH3:15].[OH-:24].[Na+], predict the reaction product. (5) Given the reactants [N+:1]([C:4]1[CH:16]=[CH:15][C:7]([CH2:8][C:9]2[O:13][C:12](=[O:14])[NH:11][N:10]=2)=[CH:6][CH:5]=1)([O-:3])=[O:2].IC.[CH3:19]N(C)C=O.[H-].[Na+], predict the reaction product. The product is: [CH3:19][N:11]1[N:10]=[C:9]([CH2:8][C:7]2[CH:15]=[CH:16][C:4]([N+:1]([O-:3])=[O:2])=[CH:5][CH:6]=2)[O:13][C:12]1=[O:14]. (6) Given the reactants [Si]([O:8][C:9]1[CH:32]=[CH:31][C:12]2[C:13]([CH2:16][CH2:17][CH:18]3[CH2:23][CH2:22][N:21]([C:24]([O:26][C:27]([CH3:30])([CH3:29])[CH3:28])=[O:25])[CH2:20][CH2:19]3)=[N:14][O:15][C:11]=2[C:10]=1[CH2:33][O:34][Si:35]([C:38]([CH3:41])([CH3:40])[CH3:39])([CH3:37])[CH3:36])(C(C)(C)C)(C)C.[OH-].[Li+].[Cl-].[NH4+].O, predict the reaction product. The product is: [Si:35]([O:34][CH2:33][C:10]1[C:11]2[O:15][N:14]=[C:13]([CH2:16][CH2:17][CH:18]3[CH2:19][CH2:20][N:21]([C:24]([O:26][C:27]([CH3:30])([CH3:29])[CH3:28])=[O:25])[CH2:22][CH2:23]3)[C:12]=2[CH:31]=[CH:32][C:9]=1[OH:8])([C:38]([CH3:40])([CH3:41])[CH3:39])([CH3:36])[CH3:37].[OH:8][C:9]1[CH:32]=[CH:31][C:12]2[C:13]([CH2:16][CH2:17][CH:18]3[CH2:23][CH2:22][N:21]([C:24]([O:26][C:27]([CH3:30])([CH3:29])[CH3:28])=[O:25])[CH2:20][CH2:19]3)=[N:14][O:15][C:11]=2[C:10]=1[CH2:33][OH:34]. (7) Given the reactants [CH3:1][O:2][C:3]1[CH:4]=[C:5]2[C:9](=[CH:10][CH:11]=1)[N:8]([CH2:12][CH2:13][C:14]1[CH:18]=[CH:17][S:16][CH:15]=1)[CH:7]=[C:6]2[CH:19]1[CH2:24][CH2:23][NH:22][CH2:21][CH2:20]1.C[O:26][C:27](=[O:38])[C:28]1[CH:33]=[CH:32][CH:31]=[CH:30][C:29]=1[O:34][CH2:35][CH2:36]Cl, predict the reaction product. The product is: [CH3:1][O:2][C:3]1[CH:4]=[C:5]2[C:9](=[CH:10][CH:11]=1)[N:8]([CH2:12][CH2:13][C:14]1[CH:18]=[CH:17][S:16][CH:15]=1)[CH:7]=[C:6]2[CH:19]1[CH2:24][CH2:23][N:22]([CH2:36][CH2:35][O:34][C:29]2[CH:30]=[CH:31][CH:32]=[CH:33][C:28]=2[C:27]([OH:38])=[O:26])[CH2:21][CH2:20]1.